From a dataset of CYP2D6 inhibition data for predicting drug metabolism from PubChem BioAssay. Regression/Classification. Given a drug SMILES string, predict its absorption, distribution, metabolism, or excretion properties. Task type varies by dataset: regression for continuous measurements (e.g., permeability, clearance, half-life) or binary classification for categorical outcomes (e.g., BBB penetration, CYP inhibition). Dataset: cyp2d6_veith. (1) The compound is CCCCC[C@H](CC(=O)NO)C(=O)N[C@@H](C(=O)N1CCC[C@H]1CO)C(C)C. The result is 0 (non-inhibitor). (2) The result is 0 (non-inhibitor). The drug is COc1ccc(-n2nc(C(=O)NCC(=O)Nc3ccccn3)c3ccccc3c2=O)cc1Cl.